The task is: Predict the reaction yield, written as a fraction of the theoretical maximum amount of product (1.0 means a 100% yield; for example, 0.34 means a 34% yield).. This data is from Reaction yield outcomes from USPTO patents with 853,638 reactions. (1) The reactants are [CH:1]([C:4]1[CH:9]=[CH:8][C:7]([C:10](=O)[CH2:11][O:12][C:13]2[CH:18]=[C:17]([CH3:19])[CH:16]=[C:15]([CH3:20])[CH:14]=2)=[CH:6][CH:5]=1)([CH3:3])[CH3:2].O.[O-2].[O-2].[O-2].O=[Si]=O.O=[Si]=O.O=[Si]=O.O=[Si]=O.[Al+3].[Al+3]. The catalyst is C1(C)C=CC=CC=1. The product is [CH:1]([C:4]1[CH:9]=[CH:8][C:7]([C:10]2[C:14]3[C:15]([CH3:20])=[CH:16][C:17]([CH3:19])=[CH:18][C:13]=3[O:12][CH:11]=2)=[CH:6][CH:5]=1)([CH3:3])[CH3:2]. The yield is 1.00. (2) The reactants are [Cl-].[Al+3].[Cl-].[Cl-].[S:5]1[CH:9]=[CH:8][C:7]([C:10]([O:12][CH2:13][CH3:14])=[O:11])=[CH:6]1.[Br:15]Br. The catalyst is ClCCl. The product is [Br:15][C:9]1[S:5][CH:6]=[C:7]([C:10]([O:12][CH2:13][CH3:14])=[O:11])[CH:8]=1. The yield is 0.570. (3) The reactants are [OH:1][CH2:2][C@H:3]1[O:7][C:6](=[O:8])[CH2:5][CH2:4]1.C(N(CC)CC)C.[C:16](Cl)([C:29]1[CH:34]=[CH:33][CH:32]=[CH:31][CH:30]=1)([C:23]1[CH:28]=[CH:27][CH:26]=[CH:25][CH:24]=1)[C:17]1[CH:22]=[CH:21][CH:20]=[CH:19][CH:18]=1. The catalyst is C(Cl)Cl.CN(C1C=CN=CC=1)C. The product is [C:16]([O:1][CH2:2][C@H:3]1[O:7][C:6](=[O:8])[CH2:5][CH2:4]1)([C:17]1[CH:22]=[CH:21][CH:20]=[CH:19][CH:18]=1)([C:29]1[CH:30]=[CH:31][CH:32]=[CH:33][CH:34]=1)[C:23]1[CH:24]=[CH:25][CH:26]=[CH:27][CH:28]=1. The yield is 0.760. (4) The reactants are [I:1][C:2]1[C:10]2[C:5](=[CH:6][CH:7]=[C:8]([CH:11]=[O:12])[CH:9]=2)[NH:4][N:3]=1.C(=O)([O-])[O-].[Cs+].[Cs+].[CH3:19][Si:20]([CH3:27])([CH3:26])[CH2:21][CH2:22][O:23][CH2:24]Cl. The product is [I:1][C:2]1[C:10]2[C:5](=[CH:6][CH:7]=[C:8]([CH:11]=[O:12])[CH:9]=2)[N:4]([CH2:24][O:23][CH2:22][CH2:21][Si:20]([CH3:27])([CH3:26])[CH3:19])[N:3]=1. The yield is 0.820. The catalyst is CN(C=O)C. (5) The yield is 0.160. The product is [NH2:37][C:34]1[S:35][CH:36]=[C:32](/[C:12](=[N:11]/[O:10][C:7]([CH3:9])([CH3:8])[C:6]([OH:45])=[O:5])/[C:13](=[O:14])[NH:15][C@H:16]2[C@@H:19]([CH2:20][N:21]3[CH2:25][CH2:24][CH2:23][C:22]3=[O:26])[N:18]([S:27]([OH:30])(=[O:28])=[O:29])[C:17]2=[O:31])[N:33]=1. The reactants are C([O:5][C:6](=[O:45])[C:7]([O:10]/[N:11]=[C:12](/[C:32]1[N:33]=[C:34]([NH:37]C(OC(C)(C)C)=O)[S:35][CH:36]=1)\[C:13]([NH:15][C@H:16]1[C@@H:19]([CH2:20][N:21]2[CH2:25][CH2:24][CH2:23][C:22]2=[O:26])[N:18]([S:27]([OH:30])(=[O:29])=[O:28])[C:17]1=[O:31])=[O:14])([CH3:9])[CH3:8])(C)(C)C.C(O)(C(F)(F)F)=O. The catalyst is C(Cl)Cl. (6) The catalyst is C(O)(=O)C. The product is [Cl:25][C:23]1[CH:24]=[C:15]([NH:14][CH2:13][C:11]2[N:10]=[N:9][N:8]([CH:4]3[CH2:5][CH2:6][CH2:7][N:1]([CH3:38])[CH2:2][CH2:3]3)[CH:12]=2)[CH:16]=[C:17]2[C:22]=1[N:21]=[CH:20][C:19]([C:26]#[N:27])=[C:18]2[NH:28][C:29]1[CH:34]=[CH:33][C:32]([F:35])=[C:31]([Cl:36])[CH:30]=1. The yield is 0.236. The reactants are [NH:1]1[CH2:7][CH2:6][CH2:5][CH:4]([N:8]2[CH:12]=[C:11]([CH2:13][NH:14][C:15]3[CH:16]=[C:17]4[C:22](=[C:23]([Cl:25])[CH:24]=3)[N:21]=[CH:20][C:19]([C:26]#[N:27])=[C:18]4[NH:28][C:29]3[CH:34]=[CH:33][C:32]([F:35])=[C:31]([Cl:36])[CH:30]=3)[N:10]=[N:9]2)[CH2:3][CH2:2]1.Cl[CH:38](Cl)C.C=O.C(O[BH-](OC(=O)C)OC(=O)C)(=O)C.[Na+].